This data is from Peptide-MHC class I binding affinity with 185,985 pairs from IEDB/IMGT. The task is: Regression. Given a peptide amino acid sequence and an MHC pseudo amino acid sequence, predict their binding affinity value. This is MHC class I binding data. (1) The peptide sequence is YLQAKSQVL. The MHC is HLA-B40:01 with pseudo-sequence HLA-B40:01. The binding affinity (normalized) is 0.0847. (2) The peptide sequence is KTKEVIQEW. The MHC is HLA-B57:01 with pseudo-sequence HLA-B57:01. The binding affinity (normalized) is 0.735. (3) The peptide sequence is PKKDERGAL. The MHC is HLA-B46:01 with pseudo-sequence HLA-B46:01. The binding affinity (normalized) is 0.0847.